From a dataset of Catalyst prediction with 721,799 reactions and 888 catalyst types from USPTO. Predict which catalyst facilitates the given reaction. (1) Reactant: [CH2:1]([C@H:4]1[CH2:9][CH2:8][C@H:7]([C@H:10]2[CH2:15][CH2:14][C@H:13]([CH2:16]Cl)[CH2:12][CH2:11]2)[CH2:6][CH2:5]1)[CH2:2][CH3:3].[Mg].[CH3:19][O:20][Si:21](OC)([O:24][CH3:25])[O:22][CH3:23]. Product: [CH2:1]([C@H:4]1[CH2:9][CH2:8][C@H:7]([C@H:10]2[CH2:15][CH2:14][C@H:13]([CH2:16][Si:21]([O:24][CH3:25])([O:22][CH3:23])[O:20][CH3:19])[CH2:12][CH2:11]2)[CH2:6][CH2:5]1)[CH2:2][CH3:3]. The catalyst class is: 1. (2) Reactant: [Br:1][C:2]1[C:3](F)=[C:4]2[C:10]([NH:11][C:12]([C:14]3[CH:18]=[CH:17][N:16]([CH3:19])[N:15]=3)=[O:13])=[CH:9][NH:8][C:5]2=[N:6][CH:7]=1.[NH:21]1[CH2:26][CH2:25][CH2:24][C@@H:23]([NH:27]C(=O)OC(C)(C)C)[CH2:22]1.CCN(C(C)C)C(C)C.C(O)(C(F)(F)F)=O.C(Cl)[Cl:52]. Product: [ClH:52].[NH2:27][C@@H:23]1[CH2:24][CH2:25][CH2:26][N:21]([C:3]2[C:2]([Br:1])=[CH:7][N:6]=[C:5]3[NH:8][CH:9]=[C:10]([NH:11][C:12]([C:14]4[CH:18]=[CH:17][N:16]([CH3:19])[N:15]=4)=[O:13])[C:4]=23)[CH2:22]1. The catalyst class is: 37. (3) Reactant: [Cl:1][C:2]1[C:10]([C:11]([C:13]2[C:18]([NH:19][S:20]([C:23]3[CH:28]=[CH:27][C:26]([Cl:29])=[C:25]([C:30]([F:33])([F:32])[F:31])[CH:24]=3)(=[O:22])=[O:21])=[CH:17][C:16]([Cl:34])=[CH:15][N:14]=2)=[O:12])=[CH:9][CH:8]=[CH:7][C:3]=1[C:4]([OH:6])=O.[CH3:35][N:36](C(ON1N=NC2C=CC=NC1=2)=[N+](C)C)C.F[P-](F)(F)(F)(F)F.CN.C1COCC1.CCN(C(C)C)C(C)C. Product: [Cl:1][C:2]1[C:10]([C:11]([C:13]2[C:18]([NH:19][S:20]([C:23]3[CH:28]=[CH:27][C:26]([Cl:29])=[C:25]([C:30]([F:31])([F:32])[F:33])[CH:24]=3)(=[O:21])=[O:22])=[CH:17][C:16]([Cl:34])=[CH:15][N:14]=2)=[O:12])=[CH:9][CH:8]=[CH:7][C:3]=1[C:4]([NH:36][CH3:35])=[O:6]. The catalyst class is: 329. (4) Reactant: C([Li])CCC.[F:6][C:7]([F:19])([F:18])[C:8]([C:14]([F:17])([F:16])[F:15])([OH:13])[CH2:9][CH2:10][CH2:11][OH:12].[C:20](Cl)(=[O:24])[C:21]([CH3:23])=[CH2:22]. Product: [C:20]([O:12][CH2:11][CH2:10][CH2:9][C:8]([C:14]([F:15])([F:16])[F:17])([OH:13])[C:7]([F:18])([F:19])[F:6])(=[O:24])[C:21]([CH3:23])=[CH2:22]. The catalyst class is: 165.